From a dataset of Forward reaction prediction with 1.9M reactions from USPTO patents (1976-2016). Predict the product of the given reaction. (1) Given the reactants [CH2:1]([N:3]1[CH2:8][CH2:7][C:6](=O)[CH2:5][CH2:4]1)[CH3:2].[C:10]1([CH2:16][N:17]2[CH2:22][CH2:21][NH:20][CH2:19][CH2:18]2)[CH:15]=[CH:14][CH:13]=[CH:12][CH:11]=1, predict the reaction product. The product is: [CH2:1]([N:3]1[CH2:8][CH2:7][CH:6]([N:20]2[CH2:21][CH2:22][N:17]([CH2:16][C:10]3[CH:11]=[CH:12][CH:13]=[CH:14][CH:15]=3)[CH2:18][CH2:19]2)[CH2:5][CH2:4]1)[CH3:2]. (2) Given the reactants O=[C:2]1[CH2:7][CH2:6][N:5](C(OC(C)(C)C)=O)[CH2:4][CH2:3]1.[ClH:15].[O:16]([NH2:18])[CH3:17].C(=O)(O)[O-].[Na+], predict the reaction product. The product is: [ClH:15].[CH3:17][O:16][N:18]=[C:2]1[CH2:3][CH2:4][NH:5][CH2:6][CH2:7]1.